This data is from Reaction yield outcomes from USPTO patents with 853,638 reactions. The task is: Predict the reaction yield, written as a fraction of the theoretical maximum amount of product (1.0 means a 100% yield; for example, 0.34 means a 34% yield). The reactants are [Cl:1][C:2]1[C:8]([CH3:9])=[CH:7][CH:6]=[C:5]([Cl:10])[C:3]=1[NH2:4].[NH2:11][C:12]1[NH:16][N:15]=[C:14]([S:17](Cl)(=[O:19])=[O:18])[N:13]=1. No catalyst specified. The product is [Cl:1][C:2]1[C:8]([CH3:9])=[CH:7][CH:6]=[C:5]([Cl:10])[C:3]=1[NH2:4].[NH2:11][C:12]1[NH:16][N:15]=[C:14]([S:17]([NH:4][C:3]2[C:5]([Cl:10])=[CH:6][CH:7]=[C:8]([CH3:9])[C:2]=2[Cl:1])(=[O:19])=[O:18])[N:13]=1. The yield is 0.993.